From a dataset of Forward reaction prediction with 1.9M reactions from USPTO patents (1976-2016). Predict the product of the given reaction. (1) Given the reactants [NH2:1][C:2]1[CH:11]=[C:10]2[C:5]([C:6]([CH3:13])=[CH:7][C:8](=[O:12])[O:9]2)=[CH:4][CH:3]=1.[C:14](Cl)(Cl)=[O:15], predict the reaction product. The product is: [N:1]([C:2]1[CH:11]=[C:10]2[C:5]([C:6]([CH3:13])=[CH:7][C:8](=[O:12])[O:9]2)=[CH:4][CH:3]=1)=[C:14]=[O:15]. (2) Given the reactants [F:1][C:2]1[CH:3]=[C:4]([N+:9]([O-:11])=[O:10])[CH:5]=[CH:6][C:7]=1F.COC1C=C(CC)C=CC=1O.[CH2:23]([O:30][C:31]1[CH:36]=[C:35]([CH2:37][CH3:38])[CH:34]=[CH:33][C:32]=1[OH:39])[C:24]1[CH:29]=[CH:28][CH:27]=[CH:26][CH:25]=1, predict the reaction product. The product is: [CH2:23]([O:30][C:31]1[CH:36]=[C:35]([CH2:37][CH3:38])[CH:34]=[CH:33][C:32]=1[O:39][C:7]1[CH:6]=[CH:5][C:4]([N+:9]([O-:11])=[O:10])=[CH:3][C:2]=1[F:1])[C:24]1[CH:29]=[CH:28][CH:27]=[CH:26][CH:25]=1. (3) The product is: [NH:12]1[CH2:13][CH2:14][CH:9]([CH2:8][NH:7][C:4]2[CH:5]=[CH:6][N:1]=[CH:2][CH:3]=2)[CH2:10][CH2:11]1. Given the reactants [N:1]1[CH:6]=[CH:5][C:4]([NH:7][CH2:8][CH:9]2[CH2:14][CH2:13][N:12](C(OCC3C=CC=CC=3)=O)[CH2:11][CH2:10]2)=[CH:3][CH:2]=1.[H][H], predict the reaction product. (4) Given the reactants [Si]([O:8][CH2:9][CH2:10][NH:11][C:12]1[CH:17]=[CH:16][C:15]([NH:18][C:19]([C:21]2[C:26]([C:27]([NH:29][C:30]3[CH:35]=[CH:34][C:33]([Cl:36])=[CH:32][N:31]=3)=[O:28])=[N:25][CH:24]=[CH:23][N:22]=2)=[O:20])=[CH:14][CH:13]=1)(C(C)(C)C)(C)C.[F-].C([N+](CCCC)(CCCC)CCCC)CCC, predict the reaction product. The product is: [Cl:36][C:33]1[CH:34]=[CH:35][C:30]([NH:29][C:27]([C:26]2[C:21]([C:19]([NH:18][C:15]3[CH:16]=[CH:17][C:12]([NH:11][CH2:10][CH2:9][OH:8])=[CH:13][CH:14]=3)=[O:20])=[N:22][CH:23]=[CH:24][N:25]=2)=[O:28])=[N:31][CH:32]=1. (5) Given the reactants [CH2:1]=[N:2][CH2:3][C:4]([CH3:11])([C:6]1[CH:10]=[CH:9][S:8][CH:7]=1)[CH3:5].Cl.[OH-].[Na+], predict the reaction product. The product is: [CH3:5][C:4]1([CH3:11])[CH2:3][NH:2][CH2:1][C:10]2=[CH:9][S:8][CH:7]=[C:6]12. (6) Given the reactants [CH:1]1([CH:7]([C:9]2[O:10][C:11]([C:15]3[CH:20]=[CH:19][C:18]([C:21]([F:24])([F:23])[F:22])=[CH:17][CH:16]=3)=[CH:12][C:13]=2[CH3:14])O)[CH2:6][CH2:5][CH2:4][CH2:3][CH2:2]1.C(Cl)(=O)C([Cl:28])=O.C(N(CC)CC)C.O, predict the reaction product. The product is: [Cl:28][CH:7]([CH:1]1[CH2:6][CH2:5][CH2:4][CH2:3][CH2:2]1)[C:9]1[O:10][C:11]([C:15]2[CH:20]=[CH:19][C:18]([C:21]([F:24])([F:23])[F:22])=[CH:17][CH:16]=2)=[CH:12][C:13]=1[CH3:14]. (7) Given the reactants C[O:2][C:3](=O)[CH2:4][C:5]1[CH:10]=[CH:9][C:8]([S:11][CH2:12][C@@H:13]2[C@@H:18]([OH:19])[C@H:17]([OH:20])[C@@H:16]([OH:21])[C@H:15]([C:22]3[CH:27]=[CH:26][C:25]([Cl:28])=[C:24]([CH2:29][C:30]4[CH:35]=[CH:34][C:33]([O:36][CH2:37][CH3:38])=[CH:32][CH:31]=4)[CH:23]=3)[O:14]2)=[CH:7][CH:6]=1.[CH3:40][NH2:41], predict the reaction product. The product is: [Cl:28][C:25]1[CH:26]=[CH:27][C:22]([C@@H:15]2[O:14][C@H:13]([CH2:12][S:11][C:8]3[CH:9]=[CH:10][C:5]([CH2:4][C:3]([NH:41][CH3:40])=[O:2])=[CH:6][CH:7]=3)[C@@H:18]([OH:19])[C@H:17]([OH:20])[C@H:16]2[OH:21])=[CH:23][C:24]=1[CH2:29][C:30]1[CH:35]=[CH:34][C:33]([O:36][CH2:37][CH3:38])=[CH:32][CH:31]=1. (8) Given the reactants Cl.CN(C)CCCN=C=NCC.[C:13]1([S:23]([NH2:26])(=[O:25])=[O:24])[C:14]([S:19]([NH2:22])(=[O:21])=[O:20])=[CH:15][CH:16]=[CH:17][CH:18]=1.[Br:27][C:28]1[CH:36]=[CH:35][C:31]([C:32](O)=[O:33])=[CH:30][C:29]=1[O:37][CH2:38][CH2:39][O:40][CH2:41][C:42]([F:45])([F:44])[F:43].Cl, predict the reaction product. The product is: [Br:27][C:28]1[CH:36]=[CH:35][C:31]([C:32]([NH:22][S:19]([C:14]2[CH:15]=[CH:16][CH:17]=[CH:18][C:13]=2[S:23](=[O:25])(=[O:24])[NH2:26])(=[O:21])=[O:20])=[O:33])=[CH:30][C:29]=1[O:37][CH2:38][CH2:39][O:40][CH2:41][C:42]([F:43])([F:45])[F:44]. (9) Given the reactants Cl.[N:2]1[CH:7]=[CH:6][CH:5]=[CH:4][C:3]=1[CH2:8][O:9][C:10]1[CH:18]=[CH:17][C:13]([C:14](Cl)=[O:15])=[CH:12][CH:11]=1.C(Cl)Cl.Cl.[NH:23]1[CH:27]=[CH:26][N:25]=[C:24]1[C:28]1[CH:29]=[CH:30][C:31]([CH3:35])=[C:32]([CH:34]=1)[NH2:33], predict the reaction product. The product is: [NH:23]1[CH:27]=[CH:26][N:25]=[C:24]1[C:28]1[CH:29]=[CH:30][C:31]([CH3:35])=[C:32]([NH:33][C:14](=[O:15])[C:13]2[CH:17]=[CH:18][C:10]([O:9][CH2:8][C:3]3[CH:4]=[CH:5][CH:6]=[CH:7][N:2]=3)=[CH:11][CH:12]=2)[CH:34]=1.